Dataset: TCR-epitope binding with 47,182 pairs between 192 epitopes and 23,139 TCRs. Task: Binary Classification. Given a T-cell receptor sequence (or CDR3 region) and an epitope sequence, predict whether binding occurs between them. (1) The epitope is VSFIEFVGW. The TCR CDR3 sequence is CASSQGPGQEHYGYTF. Result: 1 (the TCR binds to the epitope). (2) The epitope is KLGGALQAK. The TCR CDR3 sequence is CASSPPGGSGGHYEQFF. Result: 1 (the TCR binds to the epitope). (3) The epitope is LPAADLDDF. The TCR CDR3 sequence is CASSLARGRIYEQYF. Result: 1 (the TCR binds to the epitope). (4) Result: 1 (the TCR binds to the epitope). The epitope is GTSGSPIINR. The TCR CDR3 sequence is CASSVGGEQFF. (5) The epitope is KEIDRLNEV. The TCR CDR3 sequence is CASSLEPGVNNYGYTF. Result: 1 (the TCR binds to the epitope). (6) The epitope is HPKVSSEVHI. The TCR CDR3 sequence is CATSGTVYGYTF. Result: 0 (the TCR does not bind to the epitope). (7) The TCR CDR3 sequence is CASSQDWGVSSSYNEQFF. The epitope is MPASWVMRI. Result: 1 (the TCR binds to the epitope).